This data is from Catalyst prediction with 721,799 reactions and 888 catalyst types from USPTO. The task is: Predict which catalyst facilitates the given reaction. Reactant: C(NC(C)C)(C)C.[Li].[O:9]=[C:10]1[CH2:15][CH2:14][CH:13]([C:16]([O:18][CH2:19][CH3:20])=[O:17])[CH2:12][CH2:11]1.C1C=CC(N([S:28]([C:31]([F:34])([F:33])[F:32])(=[O:30])=[O:29])[S:28]([C:31]([F:34])([F:33])[F:32])(=[O:30])=[O:29])=CC=1. Product: [F:32][C:31]([F:34])([F:33])[S:28]([O:9][C:10]1[CH2:15][CH2:14][CH:13]([C:16]([O:18][CH2:19][CH3:20])=[O:17])[CH2:12][CH:11]=1)(=[O:30])=[O:29]. The catalyst class is: 188.